From a dataset of Reaction yield outcomes from USPTO patents with 853,638 reactions. Predict the reaction yield, written as a fraction of the theoretical maximum amount of product (1.0 means a 100% yield; for example, 0.34 means a 34% yield). (1) The reactants are [NH2:1][C:2]1[CH:3]=[C:4]([CH:8]=[CH:9][CH:10]=1)[C:5]([OH:7])=[O:6].[OH-].[Na+].[C:13](Cl)(=[O:20])[C:14]1[CH:19]=[CH:18][CH:17]=[CH:16][CH:15]=1.Cl. The catalyst is O. The product is [C:13]([NH:1][C:2]1[CH:3]=[C:4]([CH:8]=[CH:9][CH:10]=1)[C:5]([OH:7])=[O:6])(=[O:20])[C:14]1[CH:19]=[CH:18][CH:17]=[CH:16][CH:15]=1. The yield is 0.800. (2) The reactants are [OH:1][C:2]1[CH:7]=[C:6]([CH3:8])[C:5]([C:9]2[CH:14]=[CH:13][CH:12]=[C:11]([CH2:15][O:16][C:17]3[CH:22]=[CH:21][C:20]([CH2:23][CH2:24][C:25]([O:27][C:28]([CH3:31])([CH3:30])[CH3:29])=[O:26])=[CH:19][CH:18]=3)[CH:10]=2)=[C:4]([CH3:32])[CH:3]=1.[CH2:33]([S:35][CH2:36][CH2:37]O)[CH3:34].C(P(CCCC)CCCC)CCC.N(C(N1CCCCC1)=O)=NC(N1CCCCC1)=O. The catalyst is O1CCCC1.C(OCC)C. The product is [CH2:33]([S:35][CH2:36][CH2:37][O:1][C:2]1[CH:3]=[C:4]([CH3:32])[C:5]([C:9]2[CH:14]=[CH:13][CH:12]=[C:11]([CH2:15][O:16][C:17]3[CH:22]=[CH:21][C:20]([CH2:23][CH2:24][C:25]([O:27][C:28]([CH3:29])([CH3:31])[CH3:30])=[O:26])=[CH:19][CH:18]=3)[CH:10]=2)=[C:6]([CH3:8])[CH:7]=1)[CH3:34]. The yield is 0.690.